Predict the reaction yield, written as a fraction of the theoretical maximum amount of product (1.0 means a 100% yield; for example, 0.34 means a 34% yield). From a dataset of Reaction yield outcomes from USPTO patents with 853,638 reactions. The reactants are [F:1][C:2]1[CH:7]=[CH:6][CH:5]=[C:4]([F:8])[C:3]=1[N:9]1[C:14]2[N:15]=[C:16]([NH:27][CH2:28][CH2:29][C:30]#[N:31])[N:17]=[C:18]([C:19]3[CH:24]=[CH:23][C:22]([F:25])=[CH:21][C:20]=3[CH3:26])[C:13]=2[CH:12]=[CH:11][C:10]1=[O:32].Cl.C(N(CC)CC)C.[N-:41]=[N+:42]=[N-:43].[Na+]. The catalyst is C1(C)C=CC=CC=1. The product is [F:1][C:2]1[CH:7]=[CH:6][CH:5]=[C:4]([F:8])[C:3]=1[N:9]1[C:14]2[N:15]=[C:16]([NH:27][CH2:28][CH2:29][C:30]3[NH:43][N:42]=[N:41][N:31]=3)[N:17]=[C:18]([C:19]3[CH:24]=[CH:23][C:22]([F:25])=[CH:21][C:20]=3[CH3:26])[C:13]=2[CH:12]=[CH:11][C:10]1=[O:32]. The yield is 0.450.